This data is from Forward reaction prediction with 1.9M reactions from USPTO patents (1976-2016). The task is: Predict the product of the given reaction. (1) Given the reactants Cl[C:2]1[C:7]([C:8]#[N:9])=[CH:6][CH:5]=[CH:4][N:3]=1.[F:10][C:11]([F:23])([F:22])[O:12][C:13]1[CH:14]=[C:15](B(O)O)[CH:16]=[CH:17][CH:18]=1, predict the reaction product. The product is: [F:10][C:11]([F:22])([F:23])[O:12][C:13]1[CH:18]=[C:17]([C:2]2[N:3]=[CH:4][CH:5]=[CH:6][C:7]=2[C:8]#[N:9])[CH:16]=[CH:15][CH:14]=1. (2) Given the reactants [CH3:1][O:2][C:3]1[CH:10]=[CH:9][C:6]([CH2:7][NH2:8])=[CH:5][CH:4]=1.C(N(CC)CC)C.C1COCC1.[C:23](Cl)(=[O:30])[C:24]1[CH:29]=[CH:28][CH:27]=[CH:26][CH:25]=1, predict the reaction product. The product is: [CH3:1][O:2][C:3]1[CH:10]=[CH:9][C:6]([CH2:7][NH:8][C:23](=[O:30])[C:24]2[CH:29]=[CH:28][CH:27]=[CH:26][CH:25]=2)=[CH:5][CH:4]=1. (3) The product is: [NH2:4][CH2:5][C:6]1[CH:7]=[C:8]([C:12]2[CH:17]=[C:16]([NH:18][CH:26]3[CH2:28][CH2:27]3)[N:15]3[N:29]=[CH:30][C:31]([CH:32]=[O:33])=[C:14]3[N:13]=2)[CH:9]=[CH:10][CH:11]=1. Given the reactants C([NH:4][CH2:5][C:6]1[CH:7]=[C:8]([C:12]2[CH:17]=[C:16]([N:18]([CH:26]3[CH2:28][CH2:27]3)C(=O)OC(C)(C)C)[N:15]3[N:29]=[CH:30][C:31]([CH:32]=[O:33])=[C:14]3[N:13]=2)[CH:9]=[CH:10][CH:11]=1)(=O)C.Cl.[OH-].[Na+], predict the reaction product. (4) Given the reactants [OH:1][C:2]1[CH:11]=[C:10]2[C:5]([CH2:6][CH2:7][CH2:8][C:9]2=[O:12])=[CH:4][CH:3]=1.C([O-])([O-])=O.[K+].[K+].[CH2:19]([O:21][C:22](=[O:27])[CH2:23][CH2:24][CH2:25]Br)[CH3:20], predict the reaction product. The product is: [CH2:19]([O:21][C:22]([CH2:23][CH2:24][CH2:25][O:1][C:2]1[CH:11]=[C:10]2[C:5]([CH2:6][CH2:7][CH2:8][C:9]2=[O:12])=[CH:4][CH:3]=1)=[O:27])[CH3:20]. (5) Given the reactants CC(C)([O-])C.[K+].C([O:9][C:10](=O)[CH2:11][N:12]([CH2:14][CH2:15][C:16](=[O:42])[NH:17][C:18]1[CH:23]=[CH:22][C:21]([CH2:24][CH2:25][CH2:26][N:27]2[CH2:32][CH2:31][N:30]([C:33]3[C:37]4[CH:38]=[CH:39][CH:40]=[CH:41][C:36]=4[S:35][N:34]=3)[CH2:29][CH2:28]2)=[CH:20][CH:19]=1)[CH3:13])C.O.Cl, predict the reaction product. The product is: [S:35]1[C:36]2[CH:41]=[CH:40][CH:39]=[CH:38][C:37]=2[C:33]([N:30]2[CH2:31][CH2:32][N:27]([CH2:26][CH2:25][CH2:24][C:21]3[CH:20]=[CH:19][C:18]([NH:17][C:16]([CH:15]4[C:10](=[O:9])[CH2:11][N:12]([CH3:13])[CH2:14]4)=[O:42])=[CH:23][CH:22]=3)[CH2:28][CH2:29]2)=[N:34]1. (6) Given the reactants [F:1][C:2]1[CH:7]=[C:6]([C:8]2[CH:13]=[CH:12][CH:11]=[CH:10][C:9]=2[C:14]2[CH:19]=[CH:18][CH:17]=[CH:16][CH:15]=2)[C:5]([OH:20])=[CH:4][CH:3]=1.C(=O)([O-])[O-].[K+].[K+].[CH2:27](Br)[CH:28]=[CH2:29], predict the reaction product. The product is: [CH2:29]([O:20][C:5]1[CH:4]=[CH:3][C:2]([F:1])=[CH:7][C:6]=1[C:8]1[CH:13]=[CH:12][CH:11]=[CH:10][C:9]=1[C:14]1[CH:15]=[CH:16][CH:17]=[CH:18][CH:19]=1)[CH:28]=[CH2:27]. (7) Given the reactants [CH:1](=[C:8]1/[CH2:9][CH2:10][C@H:11]([C:18]([N:20]2[CH2:25][CH2:24][N:23]([C:26]3[CH:31]=[CH:30][CH:29]=[CH:28][CH:27]=3)[CH2:22][CH2:21]2)=[O:19])[C@@H:12]([C:14]([O:16]C)=[O:15])[CH2:13]/1)/[C:2]1[CH:7]=[CH:6][CH:5]=[CH:4][CH:3]=1.O1CCCC1.[OH-].[Li+].O.OO, predict the reaction product. The product is: [CH:1](=[C:8]1/[CH2:9][CH2:10][C@H:11]([C:18]([N:20]2[CH2:21][CH2:22][N:23]([C:26]3[CH:27]=[CH:28][CH:29]=[CH:30][CH:31]=3)[CH2:24][CH2:25]2)=[O:19])[C@@H:12]([C:14]([OH:16])=[O:15])[CH2:13]/1)/[C:2]1[CH:3]=[CH:4][CH:5]=[CH:6][CH:7]=1. (8) Given the reactants [CH2:1]([N:3]([CH2:14][CH3:15])[C:4](=[O:13])[C:5]1[CH:10]=[CH:9][C:8]([I:11])=[C:7]([OH:12])[CH:6]=1)[CH3:2].C(=O)([O-])[O-].[K+].[K+].Br[CH2:23][CH:24]1[CH2:26][CH2:25]1, predict the reaction product. The product is: [CH:24]1([CH2:23][O:12][C:7]2[CH:6]=[C:5]([CH:10]=[CH:9][C:8]=2[I:11])[C:4]([N:3]([CH2:1][CH3:2])[CH2:14][CH3:15])=[O:13])[CH2:26][CH2:25]1. (9) Given the reactants ClC(OCC)=O.[Cl:7][C:8]1[C:13]([C@@H:14]2[CH2:16][C@H:15]2[C:17](O)=[O:18])=[CH:12][CH:11]=[C:10]([C:20]2[CH:25]=[CH:24][CH:23]=[C:22]([C:26]([F:29])([F:28])[F:27])[CH:21]=2)[N:9]=1.[N-:30]=[N+:31]=[N-:32].[Na+], predict the reaction product. The product is: [Cl:7][C:8]1[C:13]([C@@H:14]2[CH2:16][C@H:15]2[C:17]([N:30]=[N+:31]=[N-:32])=[O:18])=[CH:12][CH:11]=[C:10]([C:20]2[CH:25]=[CH:24][CH:23]=[C:22]([C:26]([F:29])([F:28])[F:27])[CH:21]=2)[N:9]=1. (10) Given the reactants [CH3:1][O:2][C:3]1[C:7]2[C:8](=[O:25])[N:9]([CH2:16][C:17](=[O:24])[C:18]3[CH:23]=[CH:22][CH:21]=[CH:20][CH:19]=3)[C:10]3[CH:11]=[CH:12][CH:13]=[CH:14][C:15]=3[C:6]=2[N:5]([CH3:26])[C:4]=1[C:27]([NH:29][CH:30]1[CH2:35][CH2:34][N:33]([C:36]2[CH:41]=[CH:40][N:39]=[CH:38][CH:37]=2)[CH2:32][CH2:31]1)=[O:28].C(OC(=O)C)C.[ClH:48].C(OCC)(=O)C, predict the reaction product. The product is: [ClH:48].[CH3:1][O:2][C:3]1[C:7]2[C:8](=[O:25])[N:9]([CH2:16][C:17](=[O:24])[C:18]3[CH:19]=[CH:20][CH:21]=[CH:22][CH:23]=3)[C:10]3[CH:11]=[CH:12][CH:13]=[CH:14][C:15]=3[C:6]=2[N:5]([CH3:26])[C:4]=1[C:27]([NH:29][CH:30]1[CH2:31][CH2:32][N:33]([C:36]2[CH:37]=[CH:38][N:39]=[CH:40][CH:41]=2)[CH2:34][CH2:35]1)=[O:28].